This data is from Merck oncology drug combination screen with 23,052 pairs across 39 cell lines. The task is: Regression. Given two drug SMILES strings and cell line genomic features, predict the synergy score measuring deviation from expected non-interaction effect. Drug 1: COc1cccc2c1C(=O)c1c(O)c3c(c(O)c1C2=O)CC(O)(C(=O)CO)CC3OC1CC(N)C(O)C(C)O1. Drug 2: N#Cc1ccc(Cn2cncc2CN2CCN(c3cccc(Cl)c3)C(=O)C2)cc1. Cell line: EFM192B. Synergy scores: synergy=-20.8.